Dataset: Peptide-MHC class I binding affinity with 185,985 pairs from IEDB/IMGT. Task: Regression. Given a peptide amino acid sequence and an MHC pseudo amino acid sequence, predict their binding affinity value. This is MHC class I binding data. The peptide sequence is EEAPAAVSF. The MHC is HLA-B58:01 with pseudo-sequence HLA-B58:01. The binding affinity (normalized) is 0.213.